This data is from Forward reaction prediction with 1.9M reactions from USPTO patents (1976-2016). The task is: Predict the product of the given reaction. (1) Given the reactants [F:1][C:2]1[CH:25]=[C:24]([N+:26]([O-:28])=[O:27])[CH:23]=[CH:22][C:3]=1[O:4][C:5]1[CH:10]=[CH:9][N:8]=[C:7]2[CH:11]=[C:12]([C:14]3[N:19]=[CH:18][C:17]([CH2:20]O)=[CH:16][CH:15]=3)[S:13][C:6]=12.S(Cl)([Cl:31])=O, predict the reaction product. The product is: [Cl:31][CH2:20][C:17]1[CH:16]=[CH:15][C:14]([C:12]2[S:13][C:6]3[C:7](=[N:8][CH:9]=[CH:10][C:5]=3[O:4][C:3]3[CH:22]=[CH:23][C:24]([N+:26]([O-:28])=[O:27])=[CH:25][C:2]=3[F:1])[CH:11]=2)=[N:19][CH:18]=1. (2) Given the reactants C([O:3][C:4]([C:6]1[CH:15]=[C:14]([O:16][CH2:17][C:18]([N:20]2[CH2:24][C@@H:23]([OH:25])[CH2:22][C@H:21]2[C:26](=[O:32])[NH:27][CH:28]2[CH2:31][CH2:30][CH2:29]2)=[O:19])[C:13]2[C:8](=[CH:9][C:10]([CH3:33])=[CH:11][CH:12]=2)[N:7]=1)=[O:5])C.[OH-].[Na+].Cl, predict the reaction product. The product is: [CH:28]1([NH:27][C:26]([C@@H:21]2[CH2:22][C@H:23]([OH:25])[CH2:24][N:20]2[C:18](=[O:19])[CH2:17][O:16][C:14]2[C:13]3[C:8](=[CH:9][C:10]([CH3:33])=[CH:11][CH:12]=3)[N:7]=[C:6]([C:4]([OH:5])=[O:3])[CH:15]=2)=[O:32])[CH2:29][CH2:30][CH2:31]1.